This data is from Orexin1 receptor HTS with 218,158 compounds and 233 confirmed actives. The task is: Binary Classification. Given a drug SMILES string, predict its activity (active/inactive) in a high-throughput screening assay against a specified biological target. The result is 0 (inactive). The drug is OC(CN(c1ccccc1)c1ccccc1)CN.